This data is from Forward reaction prediction with 1.9M reactions from USPTO patents (1976-2016). The task is: Predict the product of the given reaction. (1) Given the reactants [Cl:1][C:2]1[CH:25]=[C:24]([Cl:26])[CH:23]=[CH:22][C:3]=1[C:4]([NH:6][CH:7]([C:10]1[CH:15]=[CH:14][C:13]([S:16]([CH2:19][CH2:20][CH3:21])(=[O:18])=[O:17])=[CH:12][CH:11]=1)[CH:8]=O)=[O:5].[CH3:27][O:28][CH2:29][C@H:30]1[CH2:34][CH2:33][CH2:32][NH:31]1.C(O[BH-](OC(=O)C)OC(=O)C)(=O)C.[Na+], predict the reaction product. The product is: [Cl:1][C:2]1[CH:25]=[C:24]([Cl:26])[CH:23]=[CH:22][C:3]=1[C:4]([NH:6][CH:7]([C:10]1[CH:11]=[CH:12][C:13]([S:16]([CH2:19][CH2:20][CH3:21])(=[O:18])=[O:17])=[CH:14][CH:15]=1)[CH2:8][N:31]1[CH2:32][CH2:33][CH2:34][C@@H:30]1[CH2:29][O:28][CH3:27])=[O:5]. (2) Given the reactants [CH3:1][C:2]1[CH:7]=[C:6]([C:8]2[N:12]=[C:11]([C:13]3[C:21]4[CH2:20][CH2:19][C:18]([CH3:23])([CH3:22])[CH2:17][C:16]=4[N:15]([CH3:24])[N:14]=3)[O:10][N:9]=2)[CH:5]=[C:4]([CH3:25])[C:3]=1[CH2:26][CH:27]([OH:30])[CH2:28]O.C1COCC1.CS(Cl)(=O)=O.[NH3:41].CO, predict the reaction product. The product is: [NH2:41][CH2:28][CH:27]([OH:30])[CH2:26][C:3]1[C:2]([CH3:1])=[CH:7][C:6]([C:8]2[N:12]=[C:11]([C:13]3[C:21]4[CH2:20][CH2:19][C:18]([CH3:23])([CH3:22])[CH2:17][C:16]=4[N:15]([CH3:24])[N:14]=3)[O:10][N:9]=2)=[CH:5][C:4]=1[CH3:25]. (3) Given the reactants [C:1]1([CH2:7][CH2:8][CH2:9][CH2:10][OH:11])[CH:6]=[CH:5][CH:4]=[CH:3][CH:2]=1.N1C=CC=CC=1.[S:18](Cl)([C:21]1[CH:27]=[CH:26][C:24]([CH3:25])=[CH:23][CH:22]=1)(=[O:20])=[O:19], predict the reaction product. The product is: [CH3:25][C:24]1[CH:26]=[CH:27][C:21]([S:18]([O:11][CH2:10][CH2:9][CH2:8][CH2:7][C:1]2[CH:6]=[CH:5][CH:4]=[CH:3][CH:2]=2)(=[O:20])=[O:19])=[CH:22][CH:23]=1. (4) Given the reactants [CH3:1][NH2:2].Cl[CH2:4][C:5]1[N:6]=[C:7]([CH:10]([CH3:12])[CH3:11])[O:8][CH:9]=1, predict the reaction product. The product is: [CH:10]([C:7]1[O:8][CH:9]=[C:5]([CH2:4][NH:2][CH3:1])[N:6]=1)([CH3:12])[CH3:11]. (5) Given the reactants [NH2:1][C:2]1[C:7]([NH2:8])=[CH:6][C:5]([N+:9]([O-:11])=[O:10])=[CH:4][N:3]=1.[F:12][C:13]1[CH:14]=[C:15]([CH:18]=[CH:19][C:20]=1[F:21])[CH:16]=O, predict the reaction product. The product is: [F:12][C:13]1[CH:14]=[C:15]([C:16]2[NH:1][C:2]3=[N:3][CH:4]=[C:5]([N+:9]([O-:11])=[O:10])[CH:6]=[C:7]3[N:8]=2)[CH:18]=[CH:19][C:20]=1[F:21].